This data is from Catalyst prediction with 721,799 reactions and 888 catalyst types from USPTO. The task is: Predict which catalyst facilitates the given reaction. Reactant: [CH2:1]([N:8]1[C:16]2([CH2:21][CH2:20][NH:19][CH2:18][CH2:17]2)[C:15]2[C:10](=[CH:11][CH:12]=[CH:13][CH:14]=2)[C:9]1=[O:22])[C:2]1[CH:7]=[CH:6][CH:5]=[CH:4][CH:3]=1.Cl[CH2:24][C:25]([N:27]1[CH2:32][CH2:31][N:30]([CH:33]2[CH2:36][CH2:35][CH2:34]2)[CH2:29][CH2:28]1)=[O:26].C([O-])([O-])=O.[K+].[K+].O. Product: [CH2:1]([N:8]1[C:16]2([CH2:21][CH2:20][N:19]([CH2:24][C:25]([N:27]3[CH2:32][CH2:31][N:30]([CH:33]4[CH2:36][CH2:35][CH2:34]4)[CH2:29][CH2:28]3)=[O:26])[CH2:18][CH2:17]2)[C:15]2[C:10](=[CH:11][CH:12]=[CH:13][CH:14]=2)[C:9]1=[O:22])[C:2]1[CH:7]=[CH:6][CH:5]=[CH:4][CH:3]=1. The catalyst class is: 210.